Dataset: Catalyst prediction with 721,799 reactions and 888 catalyst types from USPTO. Task: Predict which catalyst facilitates the given reaction. (1) Reactant: Cl.[CH3:2][O:3][C:4](=[O:11])[C@H:5]([CH2:7][CH:8]([CH3:10])[CH3:9])[NH2:6].[O-]S([O-])(=O)=O.[Mg+2].[F:18][C:19]1[CH:26]=[CH:25][C:22]([CH:23]=O)=[CH:21][CH:20]=1.CCN(CC)CC.[BH4-].[Na+]. Product: [F:18][C:19]1[CH:26]=[CH:25][C:22]([CH2:23][NH:6][C@@H:5]([CH2:7][CH:8]([CH3:10])[CH3:9])[C:4]([O:3][CH3:2])=[O:11])=[CH:21][CH:20]=1. The catalyst class is: 92. (2) Reactant: [C:1]1([C:7]#[CH:8])[CH:6]=[CH:5][CH:4]=[CH:3][CH:2]=1.CN(CCN(C)C)C.[Li]CCCC.[P:22](Cl)([O:27][CH2:28][CH3:29])([O:24][CH2:25][CH3:26])=[O:23]. Product: [CH2:25]([O:24][P:22]([C:8]#[C:7][C:1]1[CH:6]=[CH:5][CH:4]=[CH:3][CH:2]=1)([O:27][CH2:28][CH3:29])=[O:23])[CH3:26]. The catalyst class is: 1. (3) Reactant: [Cl:1][C:2]1[CH:3]=[CH:4][C:5]([O:41][CH:42]([F:44])[F:43])=[C:6]([C:8]2[C:12]([NH:13][C:14]([C:16]3[CH:17]=[N:18][N:19]4[CH:24]=[CH:23][CH:22]=[N:21][C:20]=34)=[O:15])=[CH:11][N:10]([CH2:25][CH2:26][N:27]([CH2:34][C:35]3[CH:36]=[N:37][CH:38]=[CH:39][CH:40]=3)[CH2:28][C:29]([O:31]CC)=[O:30])[N:9]=2)[CH:7]=1.[OH-].[Na+].Cl. Product: [Cl:1][C:2]1[CH:3]=[CH:4][C:5]([O:41][CH:42]([F:43])[F:44])=[C:6]([C:8]2[C:12]([NH:13][C:14]([C:16]3[CH:17]=[N:18][N:19]4[CH:24]=[CH:23][CH:22]=[N:21][C:20]=34)=[O:15])=[CH:11][N:10]([CH2:25][CH2:26][N:27]([CH2:34][C:35]3[CH:36]=[N:37][CH:38]=[CH:39][CH:40]=3)[CH2:28][C:29]([OH:31])=[O:30])[N:9]=2)[CH:7]=1. The catalyst class is: 8.